Dataset: CYP3A4 inhibition data for predicting drug metabolism from PubChem BioAssay. Task: Regression/Classification. Given a drug SMILES string, predict its absorption, distribution, metabolism, or excretion properties. Task type varies by dataset: regression for continuous measurements (e.g., permeability, clearance, half-life) or binary classification for categorical outcomes (e.g., BBB penetration, CYP inhibition). Dataset: cyp3a4_veith. (1) The drug is N#CCCN. The result is 0 (non-inhibitor). (2) The compound is Cc1ccc(S(=O)(=O)O)cc1.N=C(N)SC(c1ccccc1)c1ccccc1. The result is 0 (non-inhibitor). (3) The molecule is CN(C)CCCCN1CCc2c(n(C)c3ccccc23)C1=O.Cl. The result is 0 (non-inhibitor). (4) The molecule is Cc1noc(C)c1C(=O)N1CCC[C@@]2(CCN(C(=O)Nc3ccccc3)C2)C1. The result is 1 (inhibitor). (5) The compound is O=C(/C=C/c1ccccc1)N1CCN(Cc2nc3ccccc3c(=O)[nH]2)CC1. The result is 0 (non-inhibitor).